From a dataset of Reaction yield outcomes from USPTO patents with 853,638 reactions. Predict the reaction yield, written as a fraction of the theoretical maximum amount of product (1.0 means a 100% yield; for example, 0.34 means a 34% yield). (1) The reactants are [C:1]([OH:17])(=[O:16])[C:2]([C:10]1[CH:15]=[CH:14][CH:13]=[CH:12][CH:11]=1)([C:4]1[CH:9]=[CH:8][CH:7]=[CH:6][CH:5]=1)[OH:3].O1[B:23]([C@@H:24]([NH:29][C:30](=[O:43])[CH2:31][NH:32][C:33](=[O:42])[C:34]2[CH:39]=[C:38]([Cl:40])[CH:37]=[CH:36][C:35]=2[Cl:41])[CH2:25][CH:26]([CH3:28])[CH3:27])O[B:23]([C@@H:24]([NH:29][C:30](=[O:43])[CH2:31][NH:32][C:33](=[O:42])[C:34]2[CH:39]=[C:38]([Cl:40])[CH:37]=[CH:36][C:35]=2[Cl:41])[CH2:25][CH:26]([CH3:28])[CH3:27])O[B:23]1[C@@H:24]([NH:29][C:30](=[O:43])[CH2:31][NH:32][C:33](=[O:42])[C:34]1[CH:39]=[C:38]([Cl:40])[CH:37]=[CH:36][C:35]=1[Cl:41])[CH2:25][CH:26]([CH3:28])[CH3:27]. The catalyst is CCOC(C)=O. The product is [Cl:41][C:35]1[CH:36]=[CH:37][C:38]([Cl:40])=[CH:39][C:34]=1[C:33]([NH:32][CH2:31][C:30]([NH:29][C@H:24]([B:23]1[O:3][C:2]([C:10]2[CH:11]=[CH:12][CH:13]=[CH:14][CH:15]=2)([C:4]2[CH:9]=[CH:8][CH:7]=[CH:6][CH:5]=2)[C:1](=[O:17])[O:16]1)[CH2:25][CH:26]([CH3:28])[CH3:27])=[O:43])=[O:42]. The yield is 0.950. (2) The reactants are C(OC([NH:8][CH2:9][CH:10]1[CH2:15][CH2:14][N:13]([C:16]2[N:20]([CH3:21])[N:19]=[CH:18][C:17]=2[NH:22][C:23]([C:25]2[N:26]=[C:27](Br)[S:28][C:29]=2[NH:30]C(=O)OC(C)(C)C)=[O:24])[CH2:12][CH2:11]1)=O)CCC.[O:39]1[C:44](B2OC(C)(C)C(C)(C)O2)=[CH:43][CH2:42][CH2:41][CH2:40]1. No catalyst specified. The product is [NH2:30][C:29]1[S:28][C:27]([CH:40]2[CH2:41][CH2:42][CH2:43][CH2:44][O:39]2)=[N:26][C:25]=1[C:23]([NH:22][C:17]1[CH:18]=[N:19][N:20]([CH3:21])[C:16]=1[N:13]1[CH2:12][CH2:11][CH:10]([CH2:9][NH2:8])[CH2:15][CH2:14]1)=[O:24]. The yield is 0.200.